Dataset: Forward reaction prediction with 1.9M reactions from USPTO patents (1976-2016). Task: Predict the product of the given reaction. Given the reactants [CH3:1][N:2]([CH3:12])[C:3]1[CH:4]=[C:5](B(O)O)[CH:6]=[CH:7][CH:8]=1.O.O.P([O-])([O-])([O-])=O.[K+].[K+].[K+].Br[C:24]1[N:29]=[C:28]2[N:30]([CH3:39])[N:31]=[C:32]([C:33]3[CH:38]=[CH:37][CH:36]=[CH:35][CH:34]=3)[C:27]2=[C:26]([C:40]([F:43])([F:42])[F:41])[CH:25]=1, predict the reaction product. The product is: [CH3:1][N:2]([CH3:12])[C:3]1[CH:8]=[CH:7][CH:6]=[C:5]([C:24]2[N:29]=[C:28]3[N:30]([CH3:39])[N:31]=[C:32]([C:33]4[CH:38]=[CH:37][CH:36]=[CH:35][CH:34]=4)[C:27]3=[C:26]([C:40]([F:41])([F:42])[F:43])[CH:25]=2)[CH:4]=1.